Dataset: Forward reaction prediction with 1.9M reactions from USPTO patents (1976-2016). Task: Predict the product of the given reaction. The product is: [CH2:1]([O:3][C:4](=[O:16])/[CH:5]=[C:6](/[O:8][C:9]1[CH:14]=[CH:13][CH:12]=[CH:11][C:10]=1[Cl:15])\[CH2:7][Br:17])[CH3:2]. Given the reactants [CH2:1]([O:3][C:4](=[O:16])/[CH:5]=[C:6](/[O:8][C:9]1[CH:14]=[CH:13][CH:12]=[CH:11][C:10]=1[Cl:15])\[CH3:7])[CH3:2].[Br:17]N1C(=O)CCC1=O.O, predict the reaction product.